This data is from Peptide-MHC class I binding affinity with 185,985 pairs from IEDB/IMGT. The task is: Regression. Given a peptide amino acid sequence and an MHC pseudo amino acid sequence, predict their binding affinity value. This is MHC class I binding data. (1) The peptide sequence is KIRNRIERL. The MHC is HLA-B57:01 with pseudo-sequence HLA-B57:01. The binding affinity (normalized) is 0.0847. (2) The peptide sequence is NLCTHSFRK. The MHC is HLA-A03:01 with pseudo-sequence HLA-A03:01. The binding affinity (normalized) is 0.280. (3) The peptide sequence is QQLYTSPSF. The MHC is HLA-A02:01 with pseudo-sequence HLA-A02:01. The binding affinity (normalized) is 0.0847. (4) The peptide sequence is KLVDFRELNK. The MHC is HLA-B57:01 with pseudo-sequence HLA-B57:01. The binding affinity (normalized) is 0. (5) The MHC is H-2-Kk with pseudo-sequence H-2-Kk. The binding affinity (normalized) is 0.314. The peptide sequence is FEDPTRRPY.